This data is from Catalyst prediction with 721,799 reactions and 888 catalyst types from USPTO. The task is: Predict which catalyst facilitates the given reaction. (1) Product: [F:14][C:15]1[CH:16]=[CH:17][C:18]([CH2:21][C:22]([NH:24][NH:25][C:11]([C:3]2[CH2:4][N:5]([CH:8]([CH3:9])[CH3:10])[C:6](=[O:7])[C:2]=2[O:1][CH3:30])=[O:13])=[O:23])=[CH:19][CH:20]=1. Reactant: [OH:1][C:2]1[C:6](=[O:7])[N:5]([CH:8]([CH3:10])[CH3:9])[CH2:4][C:3]=1[C:11]([OH:13])=O.[F:14][C:15]1[CH:20]=[CH:19][C:18]([CH2:21][C:22]([NH:24][NH2:25])=[O:23])=[CH:17][CH:16]=1.ON1C2C=CC=C[C:30]=2N=N1.C(N=C=NCCCN(C)C)C. The catalyst class is: 90. (2) Reactant: [C:1]([O:5][C:6](=[O:39])[N:7]([CH:9]([C:11](=[O:38])[NH:12][CH:13]([C:18]([N:20]1[CH2:24][CH2:23][CH:22]2[NH:25][CH2:26][CH:27]([CH2:28][O:29][C:30]3[CH:35]=[CH:34][C:33]([F:36])=[C:32]([F:37])[CH:31]=3)[CH:21]12)=[O:19])[C:14]([CH3:17])([CH3:16])[CH3:15])[CH3:10])[CH3:8])([CH3:4])([CH3:3])[CH3:2].[C:40](O)(=[O:44])[C:41]([CH3:43])=[O:42].C(Cl)CCl.C1C=CC2N(O)N=NC=2C=1.CCN(C(C)C)C(C)C. Product: [C:1]([O:5][C:6](=[O:39])[N:7]([CH:9]([C:11](=[O:38])[NH:12][CH:13]([C:18]([N:20]1[CH2:24][CH2:23][CH:22]2[N:25]([C:40](=[O:44])[C:41](=[O:42])[CH3:43])[CH2:26][CH:27]([CH2:28][O:29][C:30]3[CH:35]=[CH:34][C:33]([F:36])=[C:32]([F:37])[CH:31]=3)[CH:21]12)=[O:19])[C:14]([CH3:16])([CH3:17])[CH3:15])[CH3:10])[CH3:8])([CH3:2])([CH3:3])[CH3:4]. The catalyst class is: 2. (3) The catalyst class is: 46. Product: [NH2:37][C:9]1[C:8]2[N:17]=[C:5]([CH2:4][O:3][CH2:1][CH3:2])[N:6]([CH2:18][C:19]3([OH:24])[CH2:23][CH2:22][CH2:21][CH2:20]3)[C:7]=2[C:16]2[CH:15]=[CH:14][CH:13]=[CH:12][C:11]=2[N:10]=1. Reactant: [CH2:1]([O:3][CH2:4][C:5]1[N:6]([CH2:18][C:19]2([OH:24])[CH2:23][CH2:22][CH2:21][CH2:20]2)[C:7]2[C:16]3[CH:15]=[CH:14][CH:13]=[CH:12][C:11]=3[N:10]=[CH:9][C:8]=2[N:17]=1)[CH3:2].C1C=C(Cl)C=C(C(OO)=O)C=1.[OH-].[NH4+:37].S(Cl)(C1C=CC(C)=CC=1)(=O)=O. (4) Product: [C:33]([N:3]1[C:4]2[C:9](=[CH:8][C:7]([N:11]3[CH2:15][C@H:14]([CH2:16][NH:17][C:18](=[O:20])[CH3:19])[O:13][C:12]3=[O:21])=[CH:6][CH:5]=2)[CH2:10][CH:2]1[CH3:1])(=[O:32])[CH2:34][OH:35]. Reactant: [CH3:1][CH:2]1[CH2:10][C:9]2[C:4](=[CH:5][CH:6]=[C:7]([N:11]3[CH2:15][C@H:14]([CH2:16][NH:17][C:18](=[O:20])[CH3:19])[O:13][C:12]3=[O:21])[CH:8]=2)[NH:3]1.C(N(CC)CC)C.C([O:32][CH2:33][C:34](Cl)=[O:35])(=O)C.C(=O)([O-])[O-].[K+].[K+]. The catalyst class is: 61. (5) Reactant: [OH:1][C:2]1[CH:7]=[CH:6][C:5]([CH2:8][CH2:9][CH2:10][OH:11])=[CH:4][CH:3]=1.I[CH2:13][CH2:14][CH2:15][CH2:16][CH2:17][CH2:18]I.N#N.[C:22](=[O:25])([O-])[O-].[K+].[K+]. Product: [OH:11][CH2:10][CH2:9][CH2:8][C:5]1[CH:4]=[CH:3][C:2]([O:1][CH2:13][CH2:14][CH2:15][CH2:16][CH2:17][CH2:18][O:1][C:2]2[CH:7]=[CH:6][C:5]([CH2:8][CH2:9][CH2:22][OH:25])=[CH:4][CH:3]=2)=[CH:7][CH:6]=1. The catalyst class is: 16. (6) Reactant: [C:1]1([CH2:7][CH2:8][CH2:9][CH2:10][CH2:11][CH2:12][CH:13]([C:15]2[N:16]=[N:17][NH:18][N:19]=2)[OH:14])[CH:6]=[CH:5][CH:4]=[CH:3][CH:2]=1.[CH3:20][C:21]([Si:24](Cl)([CH3:26])[CH3:25])([CH3:23])[CH3:22].N1C=CN=C1. Product: [Si:24]([O:14][CH:13]([C:15]1[N:16]=[N:17][NH:18][N:19]=1)[CH2:12][CH2:11][CH2:10][CH2:9][CH2:8][CH2:7][C:1]1[CH:6]=[CH:5][CH:4]=[CH:3][CH:2]=1)([C:21]([CH3:23])([CH3:22])[CH3:20])([CH3:26])[CH3:25]. The catalyst class is: 31. (7) Reactant: [CH3:1][O:2][C:3]1[CH:8]=[CH:7][C:6]([C@@:9]23[C@@H:18]([OH:19])[CH2:17][CH2:16][CH2:15][C@H:14]2[C@H:13]([CH3:20])[C:12]2([O:24][CH2:23][CH2:22][O:21]2)[CH2:11][CH2:10]3)=[CH:5][CH:4]=1.[Cr](O[Cr]([O-])(=O)=O)([O-])(=O)=O.[NH+]1C=CC=CC=1.[NH+]1C=CC=CC=1.S([O-])([O-])(=O)=O.[Mg+2]. Product: [CH3:1][O:2][C:3]1[CH:8]=[CH:7][C:6]([C@@:9]23[C:18](=[O:19])[CH2:17][CH2:16][CH2:15][C@H:14]2[C@H:13]([CH3:20])[C:12]2([O:21][CH2:22][CH2:23][O:24]2)[CH2:11][CH2:10]3)=[CH:5][CH:4]=1. The catalyst class is: 4.